Dataset: Catalyst prediction with 721,799 reactions and 888 catalyst types from USPTO. Task: Predict which catalyst facilitates the given reaction. (1) Reactant: O(Cl)Cl.CN(C)[C:6]1[CH:11]=CC=[CH:8][CH:7]=1.[C:13]1([CH3:41])[CH:18]=[C:17]([CH3:19])[CH:16]=[C:15]([CH3:20])[C:14]=1[C:21]1[C:22]([CH3:40])=[N:23][N:24]2[C:29](=O)[C:28]([CH2:31][CH2:32][CH2:33][C:34]([O:36][CH2:37][CH3:38])=[O:35])=[C:27]([CH3:39])[NH:26][C:25]=12.C(=O)([O-])[O-].[K+].[K+].C(N)CCC. Product: [CH2:11]([C:29]1[N:24]2[N:23]=[C:22]([CH3:40])[C:21]([C:14]3[C:15]([CH3:20])=[CH:16][C:17]([CH3:19])=[CH:18][C:13]=3[CH3:41])=[C:25]2[N:26]=[C:27]([CH3:39])[C:28]=1[CH2:31][CH2:32][CH2:33][C:34]([O:36][CH2:37][CH3:38])=[O:35])[CH2:6][CH2:7][CH3:8]. The catalyst class is: 47. (2) Reactant: [C:1]([O:7][CH2:8][C@H:9]([C:15]1[C:24]([CH3:25])=[CH:23][C:22]2[C:17](=[CH:18][C:19](Br)=[CH:20][CH:21]=2)[C:16]=1[O:27][S:28]([C:31]([F:34])([F:33])[F:32])(=[O:30])=[O:29])[O:10][C:11]([CH3:14])([CH3:13])[CH3:12])(=[O:6])[C:2]([CH3:5])([CH3:4])[CH3:3].[C:35](=O)([O-])[O-].[K+].[K+].CB1OB(C)OB(C)O1. Product: [C:1]([O:7][CH2:8][C@@H:9]([O:10][C:11]([CH3:14])([CH3:13])[CH3:12])[C:15]1[C:24]([CH3:25])=[CH:23][C:22]2[C:17](=[CH:18][C:19]([CH3:35])=[CH:20][CH:21]=2)[C:16]=1[O:27][S:28]([C:31]([F:34])([F:33])[F:32])(=[O:30])=[O:29])(=[O:6])[C:2]([CH3:5])([CH3:4])[CH3:3]. The catalyst class is: 12. (3) Reactant: [C:1]1(=[C:7]([C:10]2[CH:15]=[CH:14][C:13]([O:16][CH3:17])=[CH:12][CH:11]=2)[C:8]#[N:9])[CH2:6][CH2:5][CH2:4][CH2:3][CH2:2]1.ClC1C=CC=C(C(OO)=[O:26])C=1. Product: [CH3:17][O:16][C:13]1[CH:14]=[CH:15][C:10]([C:7]2([C:8]#[N:9])[C:1]3([CH2:6][CH2:5][CH2:4][CH2:3][CH2:2]3)[O:26]2)=[CH:11][CH:12]=1. The catalyst class is: 4. (4) Reactant: [CH3:1][N:2]([CH3:32])[C:3]1[CH:8]=[CH:7][C:6]([C:9]2[CH:10]=[C:11]3[C:17]([N:18]4[CH2:23][CH2:22][O:21][CH2:20][CH2:19]4)=[CH:16][N:15](COCC[Si](C)(C)C)[C:12]3=[N:13][CH:14]=2)=[CH:5][CH:4]=1.Cl.C([O-])(O)=O.[Na+]. The catalyst class is: 8. Product: [CH3:1][N:2]([CH3:32])[C:3]1[CH:8]=[CH:7][C:6]([C:9]2[CH:10]=[C:11]3[C:17]([N:18]4[CH2:23][CH2:22][O:21][CH2:20][CH2:19]4)=[CH:16][NH:15][C:12]3=[N:13][CH:14]=2)=[CH:5][CH:4]=1. (5) Reactant: [OH:1][C:2]1[CH:7]=[CH:6][C:5]([C:8](=[O:10])[CH3:9])=[CH:4][C:3]=1[C:11]([F:14])([F:13])[F:12].CN(C)C=O.Cl[C:21]([F:26])([F:25])C([O-])=O.[Na+].C(=O)([O-])[O-].[Cs+].[Cs+]. Product: [F:25][CH:21]([F:26])[O:1][C:2]1[CH:7]=[CH:6][C:5]([C:8](=[O:10])[CH3:9])=[CH:4][C:3]=1[C:11]([F:12])([F:13])[F:14]. The catalyst class is: 6.